Dataset: Experimentally validated miRNA-target interactions with 360,000+ pairs, plus equal number of negative samples. Task: Binary Classification. Given a miRNA mature sequence and a target amino acid sequence, predict their likelihood of interaction. (1) The miRNA is hsa-miR-298 with sequence AGCAGAAGCAGGGAGGUUCUCCCA. The protein sequence of the target gene is MTVGRPEGAPGGAEGSRQIFPPESFADTEAGEELSGDGLVLPRASKLDEFLSPEEEIDSTSDSTGSIYQNLQELKQKGRWCLLESLFQSDPESDENLSEDEEDLESFFQDKDRGMVQVQCPQALRCGSTRRCSSLNNLPSNIPRPQTQPPSGSRPPSQHRSVSSWASSITVPRPFRMTLREARKKAEWLGSPASFEQERQRAQRQGEEEAECHRQFRAQPVPAHVYLPLYQEIMERSEARRQAGIQKRKELLLSSLKPFSFLEKEEQLKEAARQRDLAATAEAKISKQKATRRIPKSILE.... Result: 0 (no interaction). (2) The miRNA is hsa-miR-4721 with sequence UGAGGGCUCCAGGUGACGGUGG. The protein sequence of the target gene is MWKWILTHCASAFPHLPGCCCCCFLLLFLVSSVPVTCQALGQDMVSPEATNSSSSSFSSPSSAGRHVRSYNHLQGDVRWRKLFSFTKYFLKIEKNGKVSGTKKENCPYSILEITSVEIGVVAVKAINSNYYLAMNKKGKLYGSKEFNNDCKLKERIEENGYNTYASFNWQHNGRQMYVALNGKGAPRRGQKTRRKNTSAHFLPMVVHS. Result: 0 (no interaction). (3) The miRNA is mmu-miR-343 with sequence UCUCCCUUCAUGUGCCCAGA. The protein sequence of the target gene is MVSSGCRMRSLWFIIVISFLPNTEGFSRAALPFGLVRRELSCEGYSIDLRCPGSDVIMIESANYGRTDDKICDADPFQMENTDCYLPDAFKIMTQRCNNRTQCIVVTGSDVFPDPCPGTYKYLEVQYECVPYIFVCPGTLKAIVDSPCIYEAEQKAGAWCKDPLQAADKIYFMPWTPYRTDTLIEYASLEDFQNSRQTTTYKLPNRVDGTGFVVYDGAVFFNKERTRNIVKFDLRTRIKSGEAIINYANYHDTSPYRWGGKTDIDLAVDENGLWVIYATEQNNGMIVISQLNPYTLRFEA.... Result: 0 (no interaction). (4) The miRNA is mmu-miR-30b-5p with sequence UGUAAACAUCCUACACUCAGCU. The protein sequence of the target gene is MTENMKECLAHTKAAVGDMVTVVKTEVCSPLRDQEYGQPCSRRLEPSSMEVEPKKLKGKRDLIVTKSFQQVDFWFCESCQEYFVDECPNHGPPVFVSDTPVPVGIPDRAALTIPQGMEVVKDAGGESDVRCINEVIPKGHIFGPYEGQISTQDKSAGFFSWLIVDKNNRYKSIDGSDETKANWMRYVVISREEREQNLLAFQHSERIYFRACRDIRPGERLRVWYSEDYMKRLHSMSQETIHRNLARGEKRLQREKAEQALENPEDLRGPTQFPVLKQGRSPYKRSFDEGDIHPQAKKKK.... Result: 0 (no interaction).